This data is from Catalyst prediction with 721,799 reactions and 888 catalyst types from USPTO. The task is: Predict which catalyst facilitates the given reaction. Product: [BrH:1].[Br:1][C:2]1[C:11]2[CH2:10][CH2:9][CH:8]([C:12]3[CH:13]=[CH:14][CH:15]=[CH:16][CH:17]=3)[CH2:7][C:6]=2[C:5]2=[N:18][C:20]([CH3:24])=[C:21]([CH3:22])[N:4]2[CH:3]=1. Reactant: [Br:1][C:2]1[C:11]2[CH2:10][CH2:9][CH:8]([C:12]3[CH:17]=[CH:16][CH:15]=[CH:14][CH:13]=3)[CH2:7][C:6]=2[C:5]([NH2:18])=[N:4][CH:3]=1.Br[CH:20]([CH3:24])[C:21](=O)[CH3:22]. The catalyst class is: 1.